The task is: Regression. Given a peptide amino acid sequence and an MHC pseudo amino acid sequence, predict their binding affinity value. This is MHC class II binding data.. This data is from Peptide-MHC class II binding affinity with 134,281 pairs from IEDB. (1) The peptide sequence is WVFSSVQPPKVPILL. The MHC is DRB1_0401 with pseudo-sequence DRB1_0401. The binding affinity (normalized) is 0.399. (2) The peptide sequence is LMIMKSNQKNMFLKV. The MHC is DRB1_1302 with pseudo-sequence DRB1_1302. The binding affinity (normalized) is 0.